Dataset: Forward reaction prediction with 1.9M reactions from USPTO patents (1976-2016). Task: Predict the product of the given reaction. (1) Given the reactants [CH3:1][N:2]1[C:7](=[O:8])[C:6]2[CH:9]=[C:10]([CH2:12][C:13]3[C:22]4[C:17](=[CH:18][CH:19]=[CH:20][CH:21]=4)[CH:16]=[CH:15][CH:14]=3)[S:11][C:5]=2[C:4]([CH2:23][CH:24]([CH3:26])[CH3:25])=[N:3]1.C1(C)C=CC(S(=O)([S:35][CH2:36][CH2:37][CH2:38][O:39][Si](C(C)(C)C)(C)C)=O)=CC=1, predict the reaction product. The product is: [OH:39][CH2:38][CH2:37][CH2:36][S:35][C:9]1[C:6]2[C:7](=[O:8])[N:2]([CH3:1])[N:3]=[C:4]([CH2:23][CH:24]([CH3:26])[CH3:25])[C:5]=2[S:11][C:10]=1[CH2:12][C:13]1[C:22]2[C:17](=[CH:18][CH:19]=[CH:20][CH:21]=2)[CH:16]=[CH:15][CH:14]=1. (2) Given the reactants [C:1]([C:3]1[C:8]([N:9]=[CH:10]N(C)C)=[C:7]([N+:14]([O-])=O)[C:6]([CH3:17])=[C:5]([N+:18]([O-])=O)[CH:4]=1)#[N:2], predict the reaction product. The product is: [NH2:18][C:5]1[CH:4]=[C:3]([C:1]#[N:2])[C:8]2[N:9]=[CH:10][NH:14][C:7]=2[C:6]=1[CH3:17]. (3) Given the reactants [C:1]([O:5][C:6]([NH:8][C@H:9]1[CH2:17][O:16][C:15](=[O:18])[C@H:14]([CH2:19][C:20](O)=[O:21])[C@@H:13]([O:23][C:24](=[O:28])[CH:25]([CH3:27])[CH3:26])[C@H:12]([CH3:29])[O:11][C:10]1=[O:30])=[O:7])([CH3:4])([CH3:3])[CH3:2].B, predict the reaction product. The product is: [C:24]([O:23][C@@H:13]1[C@@H:14]([CH2:19][CH2:20][OH:21])[C:15](=[O:18])[O:16][CH2:17][C@H:9]([NH:8][C:6]([O:5][C:1]([CH3:2])([CH3:4])[CH3:3])=[O:7])[C:10](=[O:30])[O:11][C@H:12]1[CH3:29])(=[O:28])[CH:25]([CH3:27])[CH3:26]. (4) Given the reactants [Na].CO.[F:4][C:5]([F:12])([F:11])[C:6]([O:8]CC)=O.[C:13]([C:16]1[CH:17]=[N:18][CH:19]=[CH:20][CH:21]=1)(=[O:15])[CH3:14], predict the reaction product. The product is: [F:12][C:5]([F:4])([F:11])[C:6](=[O:8])[CH2:14][C:13]([C:16]1[CH:17]=[N:18][CH:19]=[CH:20][CH:21]=1)=[O:15]. (5) Given the reactants [F-].[K+].CNCCNC.I[C:10]1[CH:15]=[CH:14][CH:13]=[CH:12][C:11]=1[CH3:16].[CH3:17]/[C:18](/[O:24][Si](C)(C)C)=[N:19]\[Si](C)(C)C, predict the reaction product. The product is: [CH3:16][C:11]1[CH:12]=[CH:13][CH:14]=[CH:15][C:10]=1[NH:19][C:18](=[O:24])[CH3:17].